This data is from Full USPTO retrosynthesis dataset with 1.9M reactions from patents (1976-2016). The task is: Predict the reactants needed to synthesize the given product. (1) Given the product [CH3:27][NH:28][C:19]([C@@H:15]1[CH2:16][C:17](=[O:18])[N:13]([C:10]2[CH:11]=[CH:12][C:7]([O:6][CH2:5][C:4]3[CH:22]=[CH:23][CH:24]=[C:2]([Cl:1])[CH:3]=3)=[CH:8][CH:9]=2)[CH2:14]1)=[O:20], predict the reactants needed to synthesize it. The reactants are: [Cl:1][C:2]1[CH:3]=[C:4]([CH:22]=[CH:23][CH:24]=1)[CH2:5][O:6][C:7]1[CH:12]=[CH:11][C:10]([N:13]2[C:17](=[O:18])[CH2:16][C@@H:15]([C:19](O)=[O:20])[CH2:14]2)=[CH:9][CH:8]=1.CN.[CH3:27][N:28](C(ON1N=NC2C=CC=CC1=2)=[N+](C)C)C.F[P-](F)(F)(F)(F)F. (2) Given the product [CH2:26]([NH:17][S:14]([C:5]1[C:6]([Cl:13])=[CH:7][CH:8]=[C:9]([N+:10]([O-:12])=[O:11])[C:4]=1[C:1](=[O:3])[CH3:2])(=[O:15])=[O:16])[CH:25]=[CH2:24], predict the reactants needed to synthesize it. The reactants are: [C:1]([C:4]1[C:9]([N+:10]([O-:12])=[O:11])=[CH:8][CH:7]=[C:6]([Cl:13])[C:5]=1[S:14]([NH2:17])(=[O:16])=[O:15])(=[O:3])[CH3:2].C(=O)([O-])[O-].[K+].[K+].[CH2:24](Br)[CH:25]=[CH2:26].Cl. (3) The reactants are: [CH3:1][C:2]([CH3:26])([CH3:25])[CH2:3][CH2:4][N:5]1[CH2:10][CH2:9][N:8]([C:11](=[O:24])[CH2:12][CH2:13][C:14]2[CH:22]=[CH:21][C:17]([C:18](O)=[O:19])=[CH:16][C:15]=2[CH3:23])[CH2:7][CH2:6]1.C(N(CC)CC)C.[CH3:34][C:35]1[CH:36]=[C:37]2[C:42](=[CH:43][CH:44]=1)[NH:41][CH2:40][CH2:39][CH2:38]2. Given the product [CH3:1][C:2]([CH3:26])([CH3:25])[CH2:3][CH2:4][N:5]1[CH2:6][CH2:7][N:8]([C:11](=[O:24])[CH2:12][CH2:13][C:14]2[CH:22]=[CH:21][C:17]([C:18]([N:41]3[C:42]4[C:37](=[CH:36][C:35]([CH3:34])=[CH:44][CH:43]=4)[CH2:38][CH2:39][CH2:40]3)=[O:19])=[CH:16][C:15]=2[CH3:23])[CH2:9][CH2:10]1, predict the reactants needed to synthesize it. (4) Given the product [Cl:1][C:2]1[CH:9]=[CH:8][C:7]([S:11]([OH:13])(=[O:12])=[O:10])=[CH:6][C:3]=1[CH:4]=[O:5], predict the reactants needed to synthesize it. The reactants are: [Cl:1][C:2]1[CH:9]=[CH:8][CH:7]=[CH:6][C:3]=1[CH:4]=[O:5].[OH:10][S:11](O)(=[O:13])=[O:12].O=S(=O)=O. (5) Given the product [Cl:20][C:10]1[C:11]2[C:16](=[CH:15][CH:14]=[CH:13][CH:12]=2)[C:17]([O:18][CH3:19])=[C:8]([C:6]([NH:5][CH2:4][C:3]([OH:21])=[O:2])=[O:7])[N:9]=1, predict the reactants needed to synthesize it. The reactants are: C[O:2][C:3](=[O:21])[CH2:4][NH:5][C:6]([C:8]1[N:9]=[C:10]([Cl:20])[C:11]2[C:16]([C:17]=1[O:18][CH3:19])=[CH:15][CH:14]=[CH:13][CH:12]=2)=[O:7].[OH-].[K+].